From a dataset of Experimentally validated miRNA-target interactions with 360,000+ pairs, plus equal number of negative samples. Binary Classification. Given a miRNA mature sequence and a target amino acid sequence, predict their likelihood of interaction. (1) The miRNA is hsa-miR-302d-5p with sequence ACUUUAACAUGGAGGCACUUGC. The protein sequence of the target gene is MEAMAASTSLPDPGDFDRNVPRICGVCGDRATGFHFNAMTCEGCKGFFRRSMKRKALFTCPFNGDCRITKDNRRHCQACRLKRCVDIGMMKEFILTDEEVQRKREMIMKRKEEEALKDSLRPKLSEEQQHIIAILLDAHHKTYDPTYADFRDFRPPIRADVSTGSYSPRPTLSFSGDSSSNSDLYTPSLDMMEPASFSTMDLNEEGSDDPSVTLDLSPLSMLPHLADLVSYSIQKVIGFAKMIPGFRDLTSDDQIVLLKSSAIEVIMLRSNQSFTLDDMSWDCGSQDYKYDITDVSRAGH.... Result: 0 (no interaction). (2) The miRNA is hsa-miR-8485 with sequence CACACACACACACACACGUAU. The protein sequence of the target gene is MRLWSWVLHLGLLSAALGCGLAERPRRARRDPRAGRPPRPAAGPATCATRAARGRRASPPPPPPPGGAWEAVRVPRRRQQREARGATEEPSPPSRALYFSGRGEQLRLRADLELPRDAFTLQVWLRAEGGQRSPAVITGLYDKCSYISRDRGWVVGIHTISDQDNKDPRYFFSLKTDRARQVTTINAHRSYLPGQWVYLAATYDGQFMKLYVNGAQVATSGEQVGGIFSPLTQKCKVLMLGGSALNHNYRGYIEHFSLWKVARTQREILSDMETHGAHTALPQLLLQENWDNVKHAWSPM.... Result: 1 (interaction). (3) The miRNA is hsa-let-7c-5p with sequence UGAGGUAGUAGGUUGUAUGGUU. The protein sequence of the target gene is MSDPITLNVGGKLYTTSLATLTSFPDSMLGAMFSGKMPTKRDSQGNCFIDRDGKVFRYILNFLRTSHLDLPEDFQEMGLLRREADFYQVQPLIEALQEKEVELSKAEKNAMLNITLNQRVQTVHFTVREAPQIYSLSSSSMEVFNANIFSTSCLFLKLLGSKLFYCSNGNLSSITSHLQDPNHLTLDWVANVEGLPEEEYTKQNLKRLWVVPANKQINSFQVFVEEVLKIALSDGFCIDSSHPHALDFMNNKIIRLIRYR. Result: 1 (interaction). (4) The miRNA is hsa-miR-3613-5p with sequence UGUUGUACUUUUUUUUUUGUUC. The protein sequence of the target gene is MLGVKGNYLLPADCAHRLVAELQGALDSCADRQRQLERSLRVSRRLLQVWEPARTPSPVPETKEEDPSPACAPSSQDLEELELLTQALEKAVRVRKGVSNAGQRDRTPTLTSKAATSGAAAASHPRAPSRGGSRVLGTRSTKGIQRATAPPKDYPEHRLRSKGDKTHVRTQDQTTGYGPDLRDQQMTPSSAHHTTELFALKEKGTLLQLPEDFRKAVSRNSCLWAQLNSARTNDSTDATRAAKTQFLHKLQMASGCSSHRPSATEVEAHARILRKACMLLRLRMQKELAIAPTDWMQEYR.... Result: 0 (no interaction).